Dataset: Full USPTO retrosynthesis dataset with 1.9M reactions from patents (1976-2016). Task: Predict the reactants needed to synthesize the given product. (1) Given the product [CH3:8][CH:9]([CH3:21])[C:10]([O:12][C@@H:13]([O:17][C:18]([CH3:20])=[S:19])[CH:14]([CH3:15])[CH3:16])=[O:11], predict the reactants needed to synthesize it. The reactants are: CC(OC)(C)C.O.[CH3:8][CH:9]([CH3:21])[C:10]([O:12][CH:13]([O:17][C:18]([CH3:20])=[S:19])[CH:14]([CH3:16])[CH3:15])=[O:11].FC(F)(F)[C@@H](C1C2C(C=C3C=1C=CC=C3)=CC=CC=2)O. (2) Given the product [Br:12][C:9]1[CH:8]=[C:4]([C:5]([N:17]2[CH2:22][CH2:21][O:20][C:19]3[N:23]=[CH:24][CH:25]=[CH:26][C:18]2=3)=[O:7])[CH:3]=[C:2]([Br:1])[C:10]=1[OH:11], predict the reactants needed to synthesize it. The reactants are: [Br:1][C:2]1[CH:3]=[C:4]([CH:8]=[C:9]([Br:12])[C:10]=1[OH:11])[C:5]([OH:7])=O.S(Cl)(Cl)=O.[NH:17]1[CH2:22][CH2:21][O:20][C:19]2[N:23]=[CH:24][CH:25]=[CH:26][C:18]1=2.O. (3) Given the product [N:1]1([C:7]2[CH:8]=[C:9]([NH:10][C:21]3[C:30]4[C:25](=[CH:26][C:27]([Cl:31])=[CH:28][CH:29]=4)[N:24]=[CH:23][CH:22]=3)[CH:11]=[C:12]([N:14]3[CH2:15][CH2:16][O:17][CH2:18][CH2:19]3)[CH:13]=2)[CH2:2][CH2:3][O:4][CH2:5][CH2:6]1, predict the reactants needed to synthesize it. The reactants are: [N:1]1([C:7]2[CH:8]=[C:9]([CH:11]=[C:12]([N:14]3[CH2:19][CH2:18][O:17][CH2:16][CH2:15]3)[CH:13]=2)[NH2:10])[CH2:6][CH2:5][O:4][CH2:3][CH2:2]1.Cl[C:21]1[C:30]2[C:25](=[CH:26][C:27]([Cl:31])=[CH:28][CH:29]=2)[N:24]=[CH:23][CH:22]=1.C1C=CC(P(C2C=CC3C(=CC=CC=3)C=2C2C3C(=CC=CC=3)C=CC=2P(C2C=CC=CC=2)C2C=CC=CC=2)C2C=CC=CC=2)=CC=1.C([O-])([O-])=O.[Cs+].[Cs+]. (4) Given the product [C:19](/[C:18](=[CH:5]\[C:4]1[CH:7]=[C:8]([N+:11]([O-:13])=[O:12])[C:9]([OH:10])=[C:2]([OH:1])[CH:3]=1)/[C:17]([N:16]([CH2:22][CH3:23])[CH2:14][CH3:15])=[O:21])#[N:20], predict the reactants needed to synthesize it. The reactants are: [OH:1][C:2]1[CH:3]=[C:4]([CH:7]=[C:8]([N+:11]([O-:13])=[O:12])[C:9]=1[OH:10])[CH:5]=O.[CH2:14]([N:16]([CH2:22][CH3:23])[C:17](=[O:21])[CH2:18][C:19]#[N:20])[CH3:15].N1CCCCC1.C(COC)OC. (5) The reactants are: Br[CH2:2][C:3]1[C:13]([Cl:14])=[N:12][CH:11]=[CH:10][C:4]=1[C:5]([O:7]CC)=O.Cl.[CH3:16][C:17]1[CH:18]=[C:19]([CH:30]([NH2:32])[CH3:31])[CH:20]=[N:21][C:22]=1[O:23][CH2:24][CH2:25][C:26]([F:29])([F:28])[F:27]. Given the product [Cl:14][C:13]1[C:3]2[CH2:2][N:32]([CH:30]([C:19]3[CH:20]=[N:21][C:22]([O:23][CH2:24][CH2:25][C:26]([F:29])([F:27])[F:28])=[C:17]([CH3:16])[CH:18]=3)[CH3:31])[C:5](=[O:7])[C:4]=2[CH:10]=[CH:11][N:12]=1, predict the reactants needed to synthesize it. (6) Given the product [Br:1][C:2]1[N:6]2[CH:7]=[C:8]([C:11]([N:21]3[C:22]4[C:17](=[CH:16][C:15]([F:14])=[CH:24][CH:23]=4)[CH2:18][CH2:19][C:20]3([CH3:26])[CH3:25])=[O:13])[N:9]=[CH:10][C:5]2=[N:4][CH:3]=1, predict the reactants needed to synthesize it. The reactants are: [Br:1][C:2]1[N:6]2[CH:7]=[C:8]([C:11]([OH:13])=O)[N:9]=[CH:10][C:5]2=[N:4][CH:3]=1.[F:14][C:15]1[CH:16]=[C:17]2[C:22](=[CH:23][CH:24]=1)[NH:21][C:20]([CH3:26])([CH3:25])[CH2:19][CH2:18]2.CCN(C(C)C)C(C)C. (7) Given the product [CH:1]1([CH2:4][C:5]2[C:6]([C:11]3[CH:16]=[CH:15][N:14]=[C:13]([NH:17][C:18]4[CH:23]=[CH:22][N:21]=[CH:20][CH:19]=4)[N:12]=3)=[CH:7][N:37]=[C:35]([NH:34][CH2:33][C:32]([CH3:39])([OH:31])[CH3:38])[N:36]=2)[CH2:3][CH2:2]1, predict the reactants needed to synthesize it. The reactants are: [CH:1]1([CH2:4][C:5](=O)/[C:6](/[C:11]2[CH:16]=[CH:15][N:14]=[C:13]([NH:17][C:18]3[CH:23]=[CH:22][N:21]=[CH:20][CH:19]=3)[N:12]=2)=[CH:7]\N(C)C)[CH2:3][CH2:2]1.C(=O)([O-])[O-].[K+].[K+].[OH:31][C:32]([CH3:39])([CH3:38])[CH2:33][NH:34][C:35]([NH2:37])=[NH:36].